From a dataset of Full USPTO retrosynthesis dataset with 1.9M reactions from patents (1976-2016). Predict the reactants needed to synthesize the given product. (1) Given the product [Cl:11][C:9]1[C:8]2[N:7]([CH3:12])[CH2:6][CH:5]3[CH2:13][N:14]([C:17]([O:19][C:20]([CH3:23])([CH3:22])[CH3:21])=[O:18])[CH2:15][CH2:16][C:3]([C:4]=23)=[CH:2][CH:10]=1, predict the reactants needed to synthesize it. The reactants are: Br[C:2]1[CH:10]=[C:9]([Cl:11])[C:8]2[N:7]([CH3:12])[CH2:6][CH:5]3[CH2:13][N:14]([C:17]([O:19][C:20]([CH3:23])([CH3:22])[CH3:21])=[O:18])[CH2:15][CH2:16][C:3]=1[C:4]=23.C1COCC1.C([Li])(C)(C)C.CCCCCC. (2) Given the product [C:1]([O:5][C:6]([N:8]1[CH2:17][CH2:16][C:15]2[N:14]([CH2:18][C:19]3[CH:20]=[CH:21][C:22]([NH:25][S:40]([CH3:39])(=[O:42])=[O:41])=[CH:23][CH:24]=3)[N:13]=[C:12]([C:26]3[CH:31]=[CH:30][CH:29]=[CH:28][CH:27]=3)[C:11]=2[CH2:10][CH2:9]1)=[O:7])([CH3:4])([CH3:2])[CH3:3], predict the reactants needed to synthesize it. The reactants are: [C:1]([O:5][C:6]([N:8]1[CH2:17][CH2:16][C:15]2[N:14]([CH2:18][C:19]3[CH:24]=[CH:23][C:22]([NH2:25])=[CH:21][CH:20]=3)[N:13]=[C:12]([C:26]3[CH:31]=[CH:30][CH:29]=[CH:28][CH:27]=3)[C:11]=2[CH2:10][CH2:9]1)=[O:7])([CH3:4])([CH3:3])[CH3:2].C(N(CC)CC)C.[CH3:39][S:40](Cl)(=[O:42])=[O:41]. (3) Given the product [Br:4][C:5]1[C:10]([C:11]([O:13][CH3:14])=[O:12])=[CH:9][CH:8]=[CH:7][C:6]=1[N:15]([CH2:1][CH3:2])[CH:16]1[CH2:21][CH2:20][N:19]([C:22]([O:24][C:25]([CH3:28])([CH3:27])[CH3:26])=[O:23])[CH2:18][CH2:17]1, predict the reactants needed to synthesize it. The reactants are: [CH:1](=O)[CH3:2].[Br:4][C:5]1[C:10]([C:11]([O:13][CH3:14])=[O:12])=[CH:9][CH:8]=[CH:7][C:6]=1[NH:15][CH:16]1[CH2:21][CH2:20][N:19]([C:22]([O:24][C:25]([CH3:28])([CH3:27])[CH3:26])=[O:23])[CH2:18][CH2:17]1.CC(O)=O.[BH-](OC(C)=O)(OC(C)=O)OC(C)=O.[Na+]. (4) Given the product [Cl:16][C:9]1[C:3]([C:2]([F:14])([F:15])[F:1])=[CH:4][C:5]([NH2:6])=[CH:7][C:8]=1[C:10]([F:11])([F:12])[F:13], predict the reactants needed to synthesize it. The reactants are: [F:1][C:2]([F:15])([F:14])[C:3]1[CH:4]=[C:5]([CH:7]=[C:8]([C:10]([F:13])([F:12])[F:11])[CH:9]=1)[NH2:6].[Cl:16]N1C(=O)CCC1=O.O. (5) Given the product [CH2:23]([O:22][C:20](=[O:21])[CH2:19][C:16]1[CH:17]=[CH:18][C:13]([C:10]2[CH:11]=[CH:12][C:7]([B:30]3[O:31][C:32]([CH3:34])([CH3:33])[C:28]([CH3:44])([CH3:27])[O:29]3)=[CH:8][CH:9]=2)=[CH:14][CH:15]=1)[CH3:24], predict the reactants needed to synthesize it. The reactants are: FC(F)(F)S(O[C:7]1[CH:12]=[CH:11][C:10]([C:13]2[CH:18]=[CH:17][C:16]([CH2:19][C:20]([O:22][CH2:23][CH3:24])=[O:21])=[CH:15][CH:14]=2)=[CH:9][CH:8]=1)(=O)=O.[CH3:27][C:28]1([CH3:44])[C:32]([CH3:34])([CH3:33])[O:31][B:30]([B:30]2[O:31][C:32]([CH3:34])([CH3:33])[C:28]([CH3:44])([CH3:27])[O:29]2)[O:29]1.C([O-])(=O)C.[K+]. (6) Given the product [CH:5]([C:6]1[O:15][N:2]=[C:8]([C:9]([O:11][CH2:12][CH3:13])=[O:10])[CH:7]=1)([CH3:16])[CH3:4], predict the reactants needed to synthesize it. The reactants are: Cl.[NH2:2]O.[CH3:4][CH:5]([CH3:16])[C:6](=[O:15])[CH2:7][C:8](=O)[C:9]([O:11][CH2:12][CH3:13])=[O:10]. (7) Given the product [OH:10][C:7]1[CH:6]=[CH:5][C:4]([C:2]2[CH:1]=[CH:14][C:13](=[O:17])[NH:12][N:11]=2)=[CH:9][CH:8]=1, predict the reactants needed to synthesize it. The reactants are: [CH3:1][C:2]([C:4]1[CH:5]=[CH:6][C:7]([OH:10])=[CH:8][CH:9]=1)=O.[N:11]1[NH:12][C:13](=[O:17])[CH:14]=CC=1. (8) Given the product [Cl:1][C:2]1[C:10]([Cl:13])=[CH:9][C:5]([C:6]([OH:8])=[O:7])=[C:4]([O:11][CH3:12])[CH:3]=1, predict the reactants needed to synthesize it. The reactants are: [Cl:1][C:2]1[CH:10]=[CH:9][C:5]([C:6]([OH:8])=[O:7])=[C:4]([O:11][CH3:12])[CH:3]=1.[Cl:13]N1C(=O)CCC1=O. (9) Given the product [NH2:1][C:2]1[N:6]=[C:5]2[N:7]=[C:15]([OH:16])[C:14]([C:8]3[CH:13]=[CH:12][CH:11]=[CH:10][CH:9]=3)=[C:20]([OH:21])[N:4]2[N:3]=1, predict the reactants needed to synthesize it. The reactants are: [NH2:1][C:2]1[N:6]=[C:5]([NH2:7])[NH:4][N:3]=1.[C:8]1([CH:14]([C:20](OCC)=[O:21])[C:15](OCC)=[O:16])[CH:13]=[CH:12][CH:11]=[CH:10][CH:9]=1.